Dataset: Catalyst prediction with 721,799 reactions and 888 catalyst types from USPTO. Task: Predict which catalyst facilitates the given reaction. Reactant: [NH:1]1[CH2:6][CH2:5][O:4][CH2:3][CH2:2]1.C([O-])([O-])=O.[Cs+].[Cs+].Br[CH2:14][C:15]#[CH:16]. Product: [CH2:16]([N:1]1[CH2:6][CH2:5][O:4][CH2:3][CH2:2]1)[C:15]#[CH:14]. The catalyst class is: 21.